From a dataset of Catalyst prediction with 721,799 reactions and 888 catalyst types from USPTO. Predict which catalyst facilitates the given reaction. Reactant: [Cl:1][C:2]1[C:7](C)=[C:6]([CH:9]=[O:10])[CH:5]=[CH:4][N:3]=1.[N:11]1[CH:16]=[CH:15][CH:14]=[CH:13][CH:12]=1.[CH3:17]C(C[AlH]CC(C)C)C.[K+].[Na+].C([O-])(=O)C(C(C([O-])=O)O)O. Product: [Cl:1][C:2]1[CH:7]=[C:6]([CH:5]=[CH:4][N:3]=1)[C:9]([NH:11][C:16]1[CH:15]=[CH:14][CH:13]=[CH:12][CH:17]=1)=[O:10]. The catalyst class is: 34.